Dataset: TCR-epitope binding with 47,182 pairs between 192 epitopes and 23,139 TCRs. Task: Binary Classification. Given a T-cell receptor sequence (or CDR3 region) and an epitope sequence, predict whether binding occurs between them. (1) The epitope is DRFYKTLRAEQASQEV. The TCR CDR3 sequence is CASSLVADYEQYF. Result: 0 (the TCR does not bind to the epitope). (2) The epitope is DRFYKTLRAEQASQEV. The TCR CDR3 sequence is CATSSGTGAYEQYF. Result: 0 (the TCR does not bind to the epitope). (3) The epitope is PKYVKQNTLKLAT. The TCR CDR3 sequence is CATSAEGGRRSEQFF. Result: 1 (the TCR binds to the epitope). (4) The TCR CDR3 sequence is CASSSTGTGGDEQYF. Result: 1 (the TCR binds to the epitope). The epitope is KLSYGIATV. (5) The epitope is ATDALMTGY. The TCR CDR3 sequence is CASSSILGQGEHPVTDTQYF. Result: 1 (the TCR binds to the epitope). (6) The epitope is TEKSNIIRGW. The TCR CDR3 sequence is CASSSTRQSPYNEQFF. Result: 0 (the TCR does not bind to the epitope). (7) The epitope is NEGVKAAW. The TCR CDR3 sequence is CASHQTGTGSNQPQHF. Result: 1 (the TCR binds to the epitope). (8) The epitope is LPRRSGAAGA. The TCR CDR3 sequence is CASSSPWGDATEAFF. Result: 1 (the TCR binds to the epitope). (9) The epitope is PKYVKQNTLKLAT. The TCR CDR3 sequence is CATSDSTSGGTDTQYF. Result: 1 (the TCR binds to the epitope). (10) The epitope is KMQRMLLEK. The TCR CDR3 sequence is CASGLDRGADTQYF. Result: 0 (the TCR does not bind to the epitope).